From a dataset of Forward reaction prediction with 1.9M reactions from USPTO patents (1976-2016). Predict the product of the given reaction. (1) Given the reactants CO[C:3]([C:5]1[N:6]=[C:7]([C:23]#[N:24])[C:8]2[C:13]([C:14]=1[OH:15])=[CH:12][CH:11]=[C:10]([O:16][C:17]1[CH:22]=[CH:21][CH:20]=[CH:19][CH:18]=1)[CH:9]=2)=[O:4].[NH2:25][CH2:26][C@H:27]([NH:31][C:32]([O:34][CH2:35][C:36]1[CH:41]=[CH:40][CH:39]=[CH:38][CH:37]=1)=[O:33])[C:28]([OH:30])=[O:29].C[O-].[Na+], predict the reaction product. The product is: [CH2:35]([O:34][C:32]([NH:31][C@@H:27]([CH2:26][NH:25][C:3]([C:5]1[N:6]=[C:7]([C:23]#[N:24])[C:8]2[C:13]([C:14]=1[OH:15])=[CH:12][CH:11]=[C:10]([O:16][C:17]1[CH:18]=[CH:19][CH:20]=[CH:21][CH:22]=1)[CH:9]=2)=[O:4])[C:28]([OH:30])=[O:29])=[O:33])[C:36]1[CH:37]=[CH:38][CH:39]=[CH:40][CH:41]=1. (2) Given the reactants P([O-])([O-])([O-])=O.[K+].[K+].[K+].CNCCNC.[CH2:15]([O:17][C:18]([C:20]1[CH:21]=[N:22][NH:23][CH:24]=1)=[O:19])[CH3:16].Cl[C:26]1[CH:31]=[CH:30][C:29]([C:32]([F:35])([F:34])[F:33])=[CH:28][N:27]=1, predict the reaction product. The product is: [CH2:15]([O:17][C:18]([C:20]1[CH:21]=[N:22][N:23]([C:26]2[CH:31]=[CH:30][C:29]([C:32]([F:35])([F:34])[F:33])=[CH:28][N:27]=2)[CH:24]=1)=[O:19])[CH3:16]. (3) Given the reactants [C:1]([C:4]1[CH:5]=[C:6]([CH:11]=[C:12]([C:14](=[O:22])[N:15]([CH2:19][CH2:20][CH3:21])[CH2:16][CH2:17][CH3:18])[CH:13]=1)[C:7]([O:9]C)=[O:8])(=[O:3])[CH3:2].CO.O.[Li+].[OH-], predict the reaction product. The product is: [C:1]([C:4]1[CH:5]=[C:6]([CH:11]=[C:12]([C:14](=[O:22])[N:15]([CH2:19][CH2:20][CH3:21])[CH2:16][CH2:17][CH3:18])[CH:13]=1)[C:7]([OH:9])=[O:8])(=[O:3])[CH3:2]. (4) Given the reactants [CH2:1]([O:13][C:14]1[CH:15]=[C:16]([CH:21]=[C:22]([O:37][CH2:38][CH2:39][CH2:40][CH2:41][CH2:42][CH2:43][CH2:44][CH2:45][CH2:46][CH2:47][CH2:48][CH3:49])[C:23]=1[O:24][CH2:25][CH2:26][CH2:27][CH2:28][CH2:29][CH2:30][CH2:31][CH2:32][CH2:33][CH2:34][CH2:35][CH3:36])[C:17]([NH:19][NH2:20])=[O:18])[CH2:2][CH2:3][CH2:4][CH2:5][CH2:6][CH2:7][CH2:8][CH2:9][CH2:10][CH2:11][CH3:12].Cl[C:51]([C:53]1[CH:62]=[CH:61][C:56]([C:57]([O:59][CH3:60])=[O:58])=[CH:55][CH:54]=1)=[O:52].N1C=CC=CC=1.O, predict the reaction product. The product is: [CH2:1]([O:13][C:14]1[CH:15]=[C:16]([CH:21]=[C:22]([O:37][CH2:38][CH2:39][CH2:40][CH2:41][CH2:42][CH2:43][CH2:44][CH2:45][CH2:46][CH2:47][CH2:48][CH3:49])[C:23]=1[O:24][CH2:25][CH2:26][CH2:27][CH2:28][CH2:29][CH2:30][CH2:31][CH2:32][CH2:33][CH2:34][CH2:35][CH3:36])[C:17]([NH:19][NH:20][C:51]([C:53]1[CH:62]=[CH:61][C:56]([C:57]([O:59][CH3:60])=[O:58])=[CH:55][CH:54]=1)=[O:52])=[O:18])[CH2:2][CH2:3][CH2:4][CH2:5][CH2:6][CH2:7][CH2:8][CH2:9][CH2:10][CH2:11][CH3:12]. (5) Given the reactants [CH3:1][CH2:2][O-:3].[Na+].[CH2:5]([OH:7])[CH3:6].C(O[CH2:12][C:13]1[CH:18]=[CH:17][C:16]([N:19]([C:28]2[CH:33]=[CH:32][CH:31]=[CH:30][CH:29]=2)[C:20]2[CH:25]=[CH:24][C:23]([CH:26]=[O:27])=[CH:22][CH:21]=2)=[CH:15][CH:14]=1)(=O)C.[Br-].C([P+](CCCC)(CCCC)CC1OCCO1)CCC.Cl, predict the reaction product. The product is: [C:2]([O:27][CH2:26][C:23]1[CH:24]=[CH:25][C:20]([N:19]([C:16]2[CH:15]=[CH:14][C:13]([CH:12]=[CH:6][CH:5]=[O:7])=[CH:18][CH:17]=2)[C:28]2[CH:33]=[CH:32][CH:31]=[CH:30][CH:29]=2)=[CH:21][CH:22]=1)(=[O:3])[CH3:1]. (6) Given the reactants [CH2:1]([O:3][C:4]([C:6]1[CH:7]=[N:8][N:9]([CH:12]([CH3:21])[C:13](=[O:20])[C:14]2[CH:19]=[CH:18][CH:17]=[CH:16][CH:15]=2)[C:10]=1[NH2:11])=[O:5])[CH3:2].[BH4-].[Na+], predict the reaction product. The product is: [CH2:1]([O:3][C:4]([C:6]1[CH:7]=[N:8][N:9]([CH:12]([CH3:21])[CH:13]([OH:20])[C:14]2[CH:19]=[CH:18][CH:17]=[CH:16][CH:15]=2)[C:10]=1[NH2:11])=[O:5])[CH3:2]. (7) Given the reactants [CH3:1][C:2]1([CH3:22])[CH2:7][NH:6][CH:5]([CH2:8][C:9]([NH:11][C:12]2[CH:17]=[CH:16][C:15]([CH:18]([CH3:20])[CH3:19])=[CH:14][CH:13]=2)=[O:10])[C:4](=[O:21])[O:3]1.C(N(C(C)C)CC)(C)C.[S:32](Cl)([CH3:35])(=[O:34])=[O:33], predict the reaction product. The product is: [CH3:22][C:2]1([CH3:1])[CH2:7][N:6]([S:32]([CH3:35])(=[O:34])=[O:33])[CH:5]([CH2:8][C:9]([NH:11][C:12]2[CH:17]=[CH:16][C:15]([CH:18]([CH3:19])[CH3:20])=[CH:14][CH:13]=2)=[O:10])[C:4](=[O:21])[O:3]1. (8) Given the reactants [CH3:1][O:2][C:3](=[O:21])[C:4]1[CH:9]=[CH:8][CH:7]=[C:6]([CH2:10][NH:11][CH2:12][C:13]2[CH:18]=[CH:17][C:16]([Cl:19])=[CH:15][C:14]=2[Cl:20])[CH:5]=1.[C:22](O[C:22]([O:23][C:24]([CH3:27])([CH3:26])[CH3:25])=[O:28])(=[O:28])[O:23][C:24]([CH3:27])([CH3:26])[CH3:25], predict the reaction product. The product is: [CH3:1][O:2][C:3](=[O:21])[C:4]1[CH:9]=[CH:8][CH:7]=[C:6]([CH2:10][N:11]([C:22]([O:23][C:24]([CH3:27])([CH3:26])[CH3:25])=[O:28])[CH2:12][C:13]2[CH:18]=[CH:17][C:16]([Cl:19])=[CH:15][C:14]=2[Cl:20])[CH:5]=1.